This data is from Full USPTO retrosynthesis dataset with 1.9M reactions from patents (1976-2016). The task is: Predict the reactants needed to synthesize the given product. (1) Given the product [CH3:20][CH:12]([CH2:13][CH2:14][CH2:15][C:16]([CH3:19])([OH:18])[CH3:17])[CH2:11][OH:10], predict the reactants needed to synthesize it. The reactants are: C(OC[O:10][CH2:11][C@@H:12]([CH3:20])[CH2:13][CH2:14][CH2:15][C:16]([CH3:19])([OH:18])[CH3:17])C1C=CC=CC=1. (2) Given the product [Br:5][C:6]1[CH:7]=[C:8]([CH:12]([N:13]=[C:1]=[S:2])[C:14]2[CH:18]=[CH:17][O:16][CH:15]=2)[CH:9]=[CH:10][CH:11]=1, predict the reactants needed to synthesize it. The reactants are: [C:1](Cl)(Cl)=[S:2].[Br:5][C:6]1[CH:7]=[C:8]([CH:12]([C:14]2[CH:18]=[CH:17][O:16][CH:15]=2)[NH2:13])[CH:9]=[CH:10][CH:11]=1.C(=O)(O)[O-].[Na+]. (3) Given the product [Br:1][C:2]1[C:7]2[NH:8][C:9]3[CH:10]=[CH:11][C:12]([F:15])=[CH:13][C:14]=3[C:6]=2[C:5]([N:19]2[CH2:20][CH2:22][C:31]3([C:32]4[CH:3]=[CH:2][CH:7]=[CH:6][C:28]=4[CH2:29][O:30]3)[CH2:25][CH2:23]2)=[N:4][CH:3]=1, predict the reactants needed to synthesize it. The reactants are: [Br:1][C:2]1[C:7]2[NH:8][C:9]3[CH:10]=[CH:11][C:12]([F:15])=[CH:13][C:14]=3[C:6]=2[C:5](Cl)=[N:4][CH:3]=1.CC[N:19]([CH:23]([CH3:25])C)[CH:20]([CH3:22])C.CO[CH2:28][CH2:29][O:30][CH2:31][CH2:32]OC. (4) Given the product [CH3:4]/[C:5](/[C:7]1[CH:12]=[CH:11][C:10]([O:13][CH3:14])=[CH:9][CH:8]=1)=[N:2]/[OH:3], predict the reactants needed to synthesize it. The reactants are: Cl.[NH2:2][OH:3].[CH3:4][C:5]([C:7]1[CH:12]=[CH:11][C:10]([O:13][CH3:14])=[CH:9][CH:8]=1)=O.[OH-].[K+].ClCCl. (5) Given the product [OH:1][C:2]1[CH:7]=[C:6]([CH3:8])[O:5][C:4](=[O:9])[C:3]=1[C:10]([O:12][C:14]([CH3:16])([CH3:15])[CH3:13])=[O:11], predict the reactants needed to synthesize it. The reactants are: [OH:1][C:2]1[CH:7]=[C:6]([CH3:8])[O:5][C:4](=[O:9])[C:3]=1[C:10]([OH:12])=[O:11].[CH3:13][C:14](O)([CH3:16])[CH3:15].CCN=C=NCCCN(C)C.O. (6) Given the product [O:53]=[C:44]1[C:43]([CH:40]2[CH2:39][CH2:38][N:37]([C:2]([O:35][C@@H:30]([C:31]([O:33][CH3:34])=[O:32])[CH2:29][C:25]3[CH:24]=[C:23]([CH3:36])[C:22]([O:21][CH2:14][C:15]4[CH:20]=[CH:19][CH:18]=[CH:17][CH:16]=4)=[C:27]([CH3:28])[CH:26]=3)=[O:3])[CH2:42][CH2:41]2)=[CH:52][C:51]2[C:46](=[CH:47][CH:48]=[CH:49][CH:50]=2)[NH:45]1, predict the reactants needed to synthesize it. The reactants are: Cl[C:2](OC1C=CC([N+]([O-])=O)=CC=1)=[O:3].[CH2:14]([O:21][C:22]1[C:27]([CH3:28])=[CH:26][C:25]([CH2:29][C@@H:30]([OH:35])[C:31]([O:33][CH3:34])=[O:32])=[CH:24][C:23]=1[CH3:36])[C:15]1[CH:20]=[CH:19][CH:18]=[CH:17][CH:16]=1.[NH:37]1[CH2:42][CH2:41][CH:40]([C:43]2[C:44](=[O:53])[NH:45][C:46]3[C:51]([CH:52]=2)=[CH:50][CH:49]=[CH:48][CH:47]=3)[CH2:39][CH2:38]1.